This data is from Catalyst prediction with 721,799 reactions and 888 catalyst types from USPTO. The task is: Predict which catalyst facilitates the given reaction. (1) Reactant: [CH3:1][O:2][C:3]([C:5]1[CH:6]=[C:7]([Cl:24])[CH:8]=[C:9]2[C:14]=1[NH:13][CH:12]([C:15]1[CH:20]=[CH:19][CH:18]=[C:17](Br)[CH:16]=1)[C:11]([CH3:23])([CH3:22])[CH2:10]2)=[O:4].C(=O)([O-])[O-].[Cs+].[Cs+].CC1(C)C2C(=C(P(C3C=CC=CC=3)C3C=CC=CC=3)C=CC=2)OC2C(P(C3C=CC=CC=3)C3C=CC=CC=3)=CC=CC1=2.Cl.[Cl:74][C:75]1[CH:80]=[CH:79][C:78]([N:81]2[CH2:86][CH2:85][NH:84][CH2:83][CH2:82]2)=[CH:77][CH:76]=1. Product: [CH3:1][O:2][C:3]([C:5]1[CH:6]=[C:7]([Cl:24])[CH:8]=[C:9]2[C:14]=1[NH:13][CH:12]([C:15]1[CH:20]=[CH:19][CH:18]=[C:17]([N:84]3[CH2:83][CH2:82][N:81]([C:78]4[CH:77]=[CH:76][C:75]([Cl:74])=[CH:80][CH:79]=4)[CH2:86][CH2:85]3)[CH:16]=1)[C:11]([CH3:23])([CH3:22])[CH2:10]2)=[O:4]. The catalyst class is: 164. (2) Reactant: C[O:2][C:3]1[CH:8]=[CH:7][CH:6]=[CH:5][C:4]=1[N:9]1[C:13]([CH3:14])=[CH:12][C:11]([CH3:15])=[N:10]1.B(Br)(Br)Br.O.[OH-].[Na+]. Product: [CH3:15][C:11]1[CH:12]=[C:13]([CH3:14])[N:9]([C:4]2[CH:5]=[CH:6][CH:7]=[CH:8][C:3]=2[OH:2])[N:10]=1. The catalyst class is: 2. (3) Reactant: C([O:8][CH2:9][CH2:10][N:11]([C:16]1[C:17]([O:36][CH3:37])=[C:18]([NH:26][C:27](=[O:35])[O:28][C:29]2[CH:34]=[CH:33][CH:32]=[CH:31][CH:30]=2)[CH:19]=[C:20]([C:22]([CH3:25])([CH3:24])[CH3:23])[CH:21]=1)[S:12]([CH3:15])(=[O:14])=[O:13])C1C=CC=CC=1. Product: [C:22]([C:20]1[CH:21]=[C:16]([N:11]([CH2:10][CH2:9][OH:8])[S:12]([CH3:15])(=[O:14])=[O:13])[C:17]([O:36][CH3:37])=[C:18]([NH:26][C:27](=[O:35])[O:28][C:29]2[CH:34]=[CH:33][CH:32]=[CH:31][CH:30]=2)[CH:19]=1)([CH3:25])([CH3:23])[CH3:24]. The catalyst class is: 123. (4) The catalyst class is: 27. Product: [ClH:44].[CH2:7]([N:11]([C:20]1[CH:25]=[CH:24][C:23]([C:26]2[CH:31]=[CH:30][C:29]([NH:32][C:33]([C:35]3[CH:40]=[C:39]([N+:41]([O-:43])=[O:42])[CH:38]=[CH:37][C:36]=3[Cl:44])=[O:34])=[CH:28][CH:27]=2)=[CH:22][CH:21]=1)[CH2:12][CH2:13][CH2:14][CH2:15][CH2:16][CH2:17][CH2:18][CH3:19])[CH2:8][CH2:9][CH3:10]. Reactant: Cl.C(OCC)C.[CH2:7]([N:11]([C:20]1[CH:25]=[CH:24][C:23]([C:26]2[CH:31]=[CH:30][C:29]([NH:32][C:33]([C:35]3[CH:40]=[C:39]([N+:41]([O-:43])=[O:42])[CH:38]=[CH:37][C:36]=3[Cl:44])=[O:34])=[CH:28][CH:27]=2)=[CH:22][CH:21]=1)[CH2:12][CH2:13][CH2:14][CH2:15][CH2:16][CH2:17][CH2:18][CH3:19])[CH2:8][CH2:9][CH3:10]. (5) Reactant: Cl.Cl.[CH3:3][O:4][C:5]1[N:10]=[CH:9][C:8]([C:11]2[CH:12]=[C:13]3[C:23](=[CH:24][CH:25]=2)[O:22][C:16]2([CH2:21][CH2:20][NH:19][CH2:18][CH2:17]2)[CH2:15][C:14]3=[O:26])=[CH:7][CH:6]=1.[CH:27]1([N:30]2[C:38]3[C:33](=[C:34]([C:42]4[NH:46][N:45]=[N:44][N:43]=4)[CH:35]=[C:36]([C:39](O)=[O:40])[CH:37]=3)[CH:32]=[CH:31]2)[CH2:29][CH2:28]1.CCN=C=NCCCN(C)C.C1C=CC2N(O)N=NC=2C=1.Cl. Product: [CH:27]1([N:30]2[C:38]3[C:33](=[C:34]([C:42]4[NH:46][N:45]=[N:44][N:43]=4)[CH:35]=[C:36]([C:39]([N:19]4[CH2:18][CH2:17][C:16]5([CH2:15][C:14](=[O:26])[C:13]6[C:23](=[CH:24][CH:25]=[C:11]([C:8]7[CH:9]=[N:10][C:5]([O:4][CH3:3])=[CH:6][CH:7]=7)[CH:12]=6)[O:22]5)[CH2:21][CH2:20]4)=[O:40])[CH:37]=3)[CH:32]=[CH:31]2)[CH2:28][CH2:29]1. The catalyst class is: 851. (6) Reactant: Cl[S:2]([C:5]1[CH:10]=[CH:9][C:8]([O:11][C:12](=[O:14])[CH3:13])=[CH:7][CH:6]=1)(=[O:4])=[O:3].[CH:15]([C:18]1[S:22][C:21]([NH2:23])=[N:20][N:19]=1)([CH3:17])[CH3:16]. Product: [CH:15]([C:18]1[S:22][C:21]([NH:23][S:2]([C:5]2[CH:10]=[CH:9][C:8]([O:11][C:12](=[O:14])[CH3:13])=[CH:7][CH:6]=2)(=[O:4])=[O:3])=[N:20][N:19]=1)([CH3:17])[CH3:16]. The catalyst class is: 17. (7) Reactant: [CH3:1][C:2]1([C:16]([O:18][CH2:19][CH3:20])=[O:17])[O:7][CH2:6][C:5](OS(C(F)(F)F)(=O)=O)=[CH:4][O:3]1.C([O-])(=O)C.[K+].[CH3:26][C:27]1([CH3:43])[C:31]([CH3:33])([CH3:32])[O:30][B:29]([B:29]2[O:30][C:31]([CH3:33])([CH3:32])[C:27]([CH3:43])([CH3:26])[O:28]2)[O:28]1. Product: [CH3:1][C@@:2]1([C:16]([O:18][CH2:19][CH3:20])=[O:17])[O:7][CH2:6][C:5]([B:29]2[O:30][C:31]([CH3:33])([CH3:32])[C:27]([CH3:43])([CH3:26])[O:28]2)=[CH:4][O:3]1. The catalyst class is: 12.